Dataset: Catalyst prediction with 721,799 reactions and 888 catalyst types from USPTO. Task: Predict which catalyst facilitates the given reaction. (1) Reactant: [CH:1]([S:4][C:5]1[N:9]([C:10]2[CH:15]=[CH:14][C:13]([OH:16])=[CH:12][CH:11]=2)[N:8]=[N:7][N:6]=1)([CH3:3])[CH3:2].Br[CH:18]([OH:21])[CH2:19][CH3:20].C(=O)([O-])[O-].[K+].[K+].[I-].[K+]. Product: [CH:1]([S:4][C:5]1[N:9]([C:10]2[CH:11]=[CH:12][C:13]([O:16][CH2:20][CH2:19][CH2:18][OH:21])=[CH:14][CH:15]=2)[N:8]=[N:7][N:6]=1)([CH3:3])[CH3:2]. The catalyst class is: 21. (2) Reactant: C1C=C(Cl)C=C(C(OO)=[O:9])C=1.[CH2:12]([O:19][C:20]1[CH:21]=[CH:22][C:23]2[C:24]3[N:32]([CH2:33][C:34]([NH:37][C:38](=[O:40])[CH3:39])([CH3:36])[CH3:35])[C:31]([CH2:41][O:42][CH2:43][CH3:44])=[N:30][C:25]=3[CH:26]=[N:27][C:28]=2[CH:29]=1)[C:13]1[CH:18]=[CH:17][CH:16]=[CH:15][CH:14]=1. Product: [CH2:12]([O:19][C:20]1[CH:21]=[CH:22][C:23]2[C:24]3[N:32]([CH2:33][C:34]([NH:37][C:38](=[O:40])[CH3:39])([CH3:36])[CH3:35])[C:31]([CH2:41][O:42][CH2:43][CH3:44])=[N:30][C:25]=3[CH:26]=[N+:27]([O-:9])[C:28]=2[CH:29]=1)[C:13]1[CH:18]=[CH:17][CH:16]=[CH:15][CH:14]=1. The catalyst class is: 22. (3) Reactant: [CH:1]1[CH:6]=[CH:5][CH:4]=[CH:3][CH:2]=1.[Cl-].[Cl-].[Cl-].[Al+3].[C:11](Cl)(=[O:16])/[C:12](=[CH:14]/[CH3:15])/[CH3:13]. Product: [CH3:13][CH:12]1[CH:14]([CH3:15])[C:6]2[C:1](=[CH:2][CH:3]=[CH:4][CH:5]=2)[C:11]1=[O:16]. The catalyst class is: 33. (4) Reactant: [CH3:1][N:2]1[C@@H:12]2[CH2:13][C:14]3[CH:19]=[CH:18][C:17]([OH:20])=[C:16]4[O:21][C@H:6]5[C:7]([CH:9]=[CH:10][C@:11]2([OH:22])[C@:5]5([C:15]=34)[CH2:4][CH2:3]1)=[O:8].[CH2:23](I)[CH:24](C)[CH3:25].C([O-])(O)=O.[Na+]. Product: [CH2:1]([N:2]1[CH2:3][CH2:4][C@:5]23[C:15]4[C:16]5[O:21][C@H:6]2[C:7](=[O:8])[CH2:9][CH2:10][C@@:11]3([OH:22])[C@H:12]1[CH2:13][C:14]=4[CH:19]=[CH:18][C:17]=5[OH:20])[CH:24]([CH3:25])[CH3:23]. The catalyst class is: 3. (5) Reactant: [C:1](OCC)(OCC)([O:3][CH2:4][CH3:5])[CH3:2].[C:12](#[N:16])[CH2:13][C:14]#[N:15].C(O)(=O)C. Product: [CH2:1]([O:3][C:4](=[C:13]([C:12]#[N:16])[C:14]#[N:15])[CH3:5])[CH3:2]. The catalyst class is: 8. (6) Reactant: [CH3:1][O:2][C:3]1[C:4]([CH2:9][C:10]([O-:12])=O)=[N:5][CH:6]=[CH:7][CH:8]=1.[Na+].[Br:14][C:15]1[C:16]([CH3:22])=[C:17]([CH:19]=[CH:20][CH:21]=1)[NH2:18].CCN(C(C)C)C(C)C.CN(C(ON1N=NC2C=CC=NC1=2)=[N+](C)C)C.F[P-](F)(F)(F)(F)F. Product: [Br:14][C:15]1[C:16]([CH3:22])=[C:17]([NH:18][C:10](=[O:12])[CH2:9][C:4]2[C:3]([O:2][CH3:1])=[CH:8][CH:7]=[CH:6][N:5]=2)[CH:19]=[CH:20][CH:21]=1. The catalyst class is: 31.